The task is: Predict the product of the given reaction.. This data is from Forward reaction prediction with 1.9M reactions from USPTO patents (1976-2016). (1) Given the reactants [N+:1]([C:4]1[CH:9]=[C:8]([C:10]([F:13])([F:12])[F:11])[CH:7]=[CH:6][C:5]=1[C:14]1[CH:15]=[N:16][CH:17]=[CH:18][CH:19]=1)([O-])=O.I[CH3:21], predict the reaction product. The product is: [CH3:21][N:16]1[CH2:17][CH2:18][CH2:19][CH:14]([C:5]2[CH:6]=[CH:7][C:8]([C:10]([F:13])([F:12])[F:11])=[CH:9][C:4]=2[NH2:1])[CH2:15]1. (2) Given the reactants Br[C:2]1[C:7](=[O:8])[N:6]([CH2:9][C:10]2[CH:15]=[CH:14][C:13]([C:16]3[C:17]([C:22]#[N:23])=[CH:18][CH:19]=[CH:20][CH:21]=3)=[CH:12][CH:11]=2)[C:5]([CH2:24][CH2:25][CH3:26])=[N:4][C:3]=1[CH2:27][CH3:28].[CH2:29]([C:31]1[CH:36]=[CH:35][C:34]([OH:37])=[CH:33][CH:32]=1)[CH3:30].[OH-].[K+].CS(C)=O, predict the reaction product. The product is: [CH2:27]([C:3]1[N:4]=[C:5]([CH2:24][CH2:25][CH3:26])[N:6]([CH2:9][C:10]2[CH:15]=[CH:14][C:13]([C:16]3[C:17]([C:22]#[N:23])=[CH:18][CH:19]=[CH:20][CH:21]=3)=[CH:12][CH:11]=2)[C:7](=[O:8])[C:2]=1[O:37][C:34]1[CH:35]=[CH:36][C:31]([CH2:29][CH3:30])=[CH:32][CH:33]=1)[CH3:28]. (3) Given the reactants [Cl:1][C:2]1[CH:7]=[CH:6][N:5]=[C:4]([O:8]C)[C:3]=1[C:10]1[NH:31][C:13]2=[CH:14][C:15]3[C:16](=[O:30])[N:17]([CH:23]4[CH2:28][CH2:27][N:26]([CH3:29])[CH2:25][CH2:24]4)[C:18](=[O:22])[C:19]=3[C:20]([CH3:21])=[C:12]2[N:11]=1.Cl, predict the reaction product. The product is: [Cl:1][C:2]1[CH:7]=[CH:6][NH:5][C:4](=[O:8])[C:3]=1[C:10]1[NH:31][C:13]2=[CH:14][C:15]3[C:16](=[O:30])[N:17]([CH:23]4[CH2:24][CH2:25][N:26]([CH3:29])[CH2:27][CH2:28]4)[C:18](=[O:22])[C:19]=3[C:20]([CH3:21])=[C:12]2[N:11]=1. (4) Given the reactants [CH2:1]([C:3]1[C:11]2[C:6](=[CH:7][CH:8]=[CH:9][C:10]=2[NH:12][C:13]([C:15]2[N:19]3[CH:20]=[CH:21][CH:22]=[CH:23][C:18]3=[N:17][CH:16]=2)=[O:14])[N:5]([CH2:24][C:25]2[CH:29]=[CH:28][N:27]([CH2:30][CH2:31][N:32]3[CH2:37][CH2:36][N:35](C(OC(C)(C)C)=O)[CH2:34][CH2:33]3)[N:26]=2)[N:4]=1)[CH3:2].FC(F)(F)C(O)=O.[Cl:52]CCl, predict the reaction product. The product is: [ClH:52].[ClH:52].[ClH:52].[CH2:1]([C:3]1[C:11]2[C:6](=[CH:7][CH:8]=[CH:9][C:10]=2[NH:12][C:13]([C:15]2[N:19]3[CH:20]=[CH:21][CH:22]=[CH:23][C:18]3=[N:17][CH:16]=2)=[O:14])[N:5]([CH2:24][C:25]2[CH:29]=[CH:28][N:27]([CH2:30][CH2:31][N:32]3[CH2:33][CH2:34][NH:35][CH2:36][CH2:37]3)[N:26]=2)[N:4]=1)[CH3:2]. (5) The product is: [CH2:31]([NH:2][CH2:3][C:4]1[CH:5]=[CH:6][C:7]([NH:10]/[C:11](=[C:18]2\[C:19](=[O:30])[NH:20][C:21]3[C:26]\2=[CH:25][C:24]([N+:27]([O-:29])=[O:28])=[CH:23][CH:22]=3)/[C:12]2[CH:13]=[CH:14][CH:15]=[CH:16][CH:17]=2)=[CH:8][CH:9]=1)[CH2:32][CH3:33]. Given the reactants Cl.[NH2:2][CH2:3][C:4]1[CH:9]=[CH:8][C:7]([NH:10]/[C:11](=[C:18]2\[C:19](=[O:30])[NH:20][C:21]3[C:26]\2=[CH:25][C:24]([N+:27]([O-:29])=[O:28])=[CH:23][CH:22]=3)/[C:12]2[CH:17]=[CH:16][CH:15]=[CH:14][CH:13]=2)=[CH:6][CH:5]=1.[CH:31](=O)[CH2:32][CH3:33].C([BH3-])#N.[Na+], predict the reaction product. (6) Given the reactants [CH3:1][C:2]1[N:3]=[C:4]([C:7]2[CH:12]=[C:11]([CH2:13][OH:14])[CH:10]=[CH:9][N:8]=2)[S:5][CH:6]=1, predict the reaction product. The product is: [CH3:1][C:2]1[N:3]=[C:4]([C:7]2[CH:12]=[C:11]([CH:10]=[CH:9][N:8]=2)[CH:13]=[O:14])[S:5][CH:6]=1.